This data is from Catalyst prediction with 721,799 reactions and 888 catalyst types from USPTO. The task is: Predict which catalyst facilitates the given reaction. (1) Reactant: [F:1][C:2]([F:37])([F:36])[C:3]1[CH:4]=[C:5]([C@H:13]([O:15][C@@H:16]2[C@@H:23]([C:24]3[CH:29]=[CH:28][C:27]([F:30])=[CH:26][CH:25]=3)[C@H:22]3[N:18]([C:19](=[O:35])[CH:20]([C:31]([O:33][CH3:34])=[O:32])[CH2:21]3)[CH2:17]2)[CH3:14])[CH:6]=[C:7]([C:9]([F:12])([F:11])[F:10])[CH:8]=1.[Li+].[CH3:39][Si]([N-][Si](C)(C)C)(C)C.IC. Product: [F:37][C:2]([F:1])([F:36])[C:3]1[CH:4]=[C:5]([C@H:13]([O:15][C@@H:16]2[C@@H:23]([C:24]3[CH:29]=[CH:28][C:27]([F:30])=[CH:26][CH:25]=3)[C@H:22]3[N:18]([C:19](=[O:35])[C:20]([CH3:39])([C:31]([O:33][CH3:34])=[O:32])[CH2:21]3)[CH2:17]2)[CH3:14])[CH:6]=[C:7]([C:9]([F:12])([F:11])[F:10])[CH:8]=1. The catalyst class is: 1. (2) Reactant: Cl[C:2]1[C:3]2[C:10]([I:11])=[C:9]([C:12]([F:15])([F:14])[CH3:13])[S:8][C:4]=2[N:5]=[CH:6][N:7]=1.[OH:16][C@H:17]([CH2:23][C:24]1[CH:29]=[CH:28][CH:27]=[CH:26][C:25]=1[O:30][CH3:31])[C:18]([O:20][CH2:21][CH3:22])=[O:19].C([O-])([O-])=O.[Cs+].[Cs+]. Product: [F:14][C:12]([C:9]1[S:8][C:4]2[N:5]=[CH:6][N:7]=[C:2]([O:16][C@H:17]([CH2:23][C:24]3[CH:29]=[CH:28][CH:27]=[CH:26][C:25]=3[O:30][CH3:31])[C:18]([O:20][CH2:21][CH3:22])=[O:19])[C:3]=2[C:10]=1[I:11])([F:15])[CH3:13]. The catalyst class is: 550. (3) Reactant: [O:1]1[C:5]2[CH:6]=[CH:7][C:8]([CH:10]([CH2:15][C:16]3[NH:17][NH:18][C:19](=[S:21])[N:20]=3)[CH2:11][C:12]([OH:14])=[O:13])=[CH:9][C:4]=2[O:3][CH2:2]1.C([O-])([O-])=O.[K+].[K+].Br[CH2:29][CH2:30][C:31]1[N:40]=[C:39]2[C:34]([CH2:35][CH2:36][CH2:37][NH:38]2)=[CH:33][CH:32]=1.Cl. Product: [O:1]1[C:5]2[CH:6]=[CH:7][C:8]([CH:10]([CH2:15][C:16]3[NH:17][N:18]=[C:19]([S:21][CH2:29][CH2:30][C:31]4[CH:32]=[CH:33][C:34]5[CH2:35][CH2:36][CH2:37][NH:38][C:39]=5[N:40]=4)[N:20]=3)[CH2:11][C:12]([OH:14])=[O:13])=[CH:9][C:4]=2[O:3][CH2:2]1. The catalyst class is: 3. (4) Reactant: [C:1]([O:5][C:6]([NH:8][C:9]1[C:10]([C:31]([N:33]2[CH2:37][CH2:36][CH2:35][C@H:34]2[CH2:38][OH:39])=[O:32])=[CH:11][C:12]([O:29][CH3:30])=[C:13]([CH:28]=1)[O:14][CH2:15][CH2:16][CH2:17][CH2:18][CH2:19][C:20]([O:22][CH2:23][C:24]([Cl:27])([Cl:26])[Cl:25])=[O:21])=[O:7])([CH3:4])([CH3:3])[CH3:2].CC(OI1(OC(C)=O)(OC(C)=O)OC(=O)C2C=CC=CC1=2)=O. Product: [OH:39][C@@H:38]1[N:8]([C:6]([O:5][C:1]([CH3:4])([CH3:3])[CH3:2])=[O:7])[C:9]2[CH:28]=[C:13]([O:14][CH2:15][CH2:16][CH2:17][CH2:18][CH2:19][C:20](=[O:21])[O:22][CH2:23][C:24]([Cl:27])([Cl:25])[Cl:26])[C:12]([O:29][CH3:30])=[CH:11][C:10]=2[C:31](=[O:32])[N:33]2[CH2:37][CH2:36][CH2:35][CH:34]12. The catalyst class is: 2. (5) Product: [F:46][C:33]1[CH:32]=[C:31]([C:29]([N:26]2[CH2:25][CH2:24][N:23]([CH2:22][C:21]3[CH:20]=[CH:19][C:18]([C:9]([OH:8])([C:14]([F:16])([F:15])[F:17])[C:10]([F:13])([F:11])[F:12])=[CH:48][CH:47]=3)[CH2:28][CH2:27]2)=[O:30])[CH:36]=[CH:35][C:34]=1[NH:37][C:38]([NH:40][C@@H:41]([CH2:44][CH3:45])[CH2:42][OH:43])=[O:39]. Reactant: [Si]([O:8][C:9]([C:18]1[CH:48]=[CH:47][C:21]([CH2:22][N:23]2[CH2:28][CH2:27][N:26]([C:29]([C:31]3[CH:36]=[CH:35][C:34]([NH:37][C:38]([NH:40][C@@H:41]([CH2:44][CH3:45])[CH2:42][OH:43])=[O:39])=[C:33]([F:46])[CH:32]=3)=[O:30])[CH2:25][CH2:24]2)=[CH:20][CH:19]=1)([C:14]([F:17])([F:16])[F:15])[C:10]([F:13])([F:12])[F:11])(C(C)(C)C)(C)C.[F-].[K+]. The catalyst class is: 7. (6) Reactant: [CH:1]1([S:4]([C:7]2[CH:12]=[CH:11][C:10]([CH:13]([O:34][CH:35]3[CH2:40][CH2:39][O:38][CH2:37][CH2:36]3)[C:14]([NH:16][C:17]3[S:18][C:19]([O:22][C:23]4[CH:24]=[C:25]([CH:31]=[CH:32][CH:33]=4)[C:26]([O:28]CC)=[O:27])=[CH:20][N:21]=3)=[O:15])=[CH:9][CH:8]=2)(=[O:6])=[O:5])[CH2:3][CH2:2]1.CO.[Li+].[OH-]. Product: [CH:1]1([S:4]([C:7]2[CH:12]=[CH:11][C:10]([CH:13]([O:34][CH:35]3[CH2:40][CH2:39][O:38][CH2:37][CH2:36]3)[C:14]([NH:16][C:17]3[S:18][C:19]([O:22][C:23]4[CH:24]=[C:25]([CH:31]=[CH:32][CH:33]=4)[C:26]([OH:28])=[O:27])=[CH:20][N:21]=3)=[O:15])=[CH:9][CH:8]=2)(=[O:6])=[O:5])[CH2:3][CH2:2]1. The catalyst class is: 1. (7) Reactant: [N:1]([C:4]1[CH:9]=[C:8]([C:10]([O:12]C)=[O:11])[CH:7]=[CH:6][C:5]=1[C:14]([O:16]C)=O)=[C:2]=[S:3].[NH:18]([C:20]1[CH:25]=[CH:24][CH:23]=[CH:22][N:21]=1)[NH2:19].[OH-].[Na+].Cl. Product: [O:16]=[C:14]1[C:5]2[C:4](=[CH:9][C:8]([C:10]([OH:12])=[O:11])=[CH:7][CH:6]=2)[NH:1][C:2](=[S:3])[N:19]1[NH:18][C:20]1[CH:25]=[CH:24][CH:23]=[CH:22][N:21]=1. The catalyst class is: 3.